From a dataset of Reaction yield outcomes from USPTO patents with 853,638 reactions. Predict the reaction yield, written as a fraction of the theoretical maximum amount of product (1.0 means a 100% yield; for example, 0.34 means a 34% yield). The reactants are [H-].[H-].[H-].[H-].[Li+].[Al+3].[Br:7][C:8]1[C:16]([CH3:17])=[CH:15][C:11]([C:12](O)=[O:13])=[CH:10][CH:9]=1.O. The catalyst is C1COCC1. The product is [Br:7][C:8]1[C:16]([CH3:17])=[CH:15][C:11]([CH2:12][OH:13])=[CH:10][CH:9]=1. The yield is 1.00.